This data is from NCI-60 drug combinations with 297,098 pairs across 59 cell lines. The task is: Regression. Given two drug SMILES strings and cell line genomic features, predict the synergy score measuring deviation from expected non-interaction effect. Drug 1: CC1=C(C(=CC=C1)Cl)NC(=O)C2=CN=C(S2)NC3=CC(=NC(=N3)C)N4CCN(CC4)CCO. Drug 2: N.N.Cl[Pt+2]Cl. Cell line: TK-10. Synergy scores: CSS=17.3, Synergy_ZIP=-12.5, Synergy_Bliss=-5.85, Synergy_Loewe=-14.2, Synergy_HSA=-2.33.